Dataset: Forward reaction prediction with 1.9M reactions from USPTO patents (1976-2016). Task: Predict the product of the given reaction. (1) Given the reactants [F:1][C:2]([F:36])([F:35])[C:3]1[CH:4]=[C:5]([C:13]([CH3:34])([CH3:33])[C:14]([N:16]([C:18]2[CH:19]=[N:20][C:21](Cl)=[CH:22][C:23]=2[C:24]2[CH:29]=[CH:28][C:27]([F:30])=[CH:26][C:25]=2[CH3:31])[CH3:17])=[O:15])[CH:6]=[C:7]([C:9]([F:12])([F:11])[F:10])[CH:8]=1.[CH2:37]([N:44]1[CH2:49][CH2:48][NH:47][C@H:46]([CH3:50])[CH2:45]1)[C:38]1[CH:43]=[CH:42][CH:41]=[CH:40][CH:39]=1.[OH-].[Na+], predict the reaction product. The product is: [CH2:37]([N:44]1[CH2:49][CH2:48][N:47]([C:21]2[N:20]=[CH:19][C:18]([N:16]([CH3:17])[C:14](=[O:15])[C:13]([C:5]3[CH:4]=[C:3]([C:2]([F:36])([F:35])[F:1])[CH:8]=[C:7]([C:9]([F:12])([F:11])[F:10])[CH:6]=3)([CH3:34])[CH3:33])=[C:23]([C:24]3[CH:29]=[CH:28][C:27]([F:30])=[CH:26][C:25]=3[CH3:31])[CH:22]=2)[C@H:46]([CH3:50])[CH2:45]1)[C:38]1[CH:39]=[CH:40][CH:41]=[CH:42][CH:43]=1. (2) Given the reactants C([O:3][C:4](=[O:40])[C:5]([CH3:39])([O:32][C:33]1[CH:38]=[CH:37][CH:36]=[CH:35][CH:34]=1)[CH2:6][C:7]1[CH:12]=[CH:11][C:10]([O:13][CH2:14][CH2:15][CH:16]2[CH2:20][N:19]([CH2:21][C:22]3[CH:27]=[CH:26][C:25]([Cl:28])=[C:24]([Cl:29])[CH:23]=3)[C:18](=[O:30])[N:17]2[CH3:31])=[CH:9][CH:8]=1)C.[OH-].[Na+].Cl, predict the reaction product. The product is: [Cl:29][C:24]1[CH:23]=[C:22]([CH:27]=[CH:26][C:25]=1[Cl:28])[CH2:21][N:19]1[CH2:20][CH:16]([CH2:15][CH2:14][O:13][C:10]2[CH:9]=[CH:8][C:7]([CH2:6][C:5]([CH3:39])([O:32][C:33]3[CH:34]=[CH:35][CH:36]=[CH:37][CH:38]=3)[C:4]([OH:40])=[O:3])=[CH:12][CH:11]=2)[N:17]([CH3:31])[C:18]1=[O:30]. (3) Given the reactants [CH2:1]([O:8][CH:9]1[CH2:14][CH2:13][C:12]([N:17]([CH3:19])[CH3:18])([C:15]#N)[CH2:11][CH2:10]1)[C:2]1[CH:7]=[CH:6][CH:5]=[CH:4][CH:3]=1.[C:20]1([Mg]Cl)[CH:25]=[CH:24]C=[CH:22][CH:21]=1.[Cl-].[NH4+], predict the reaction product. The product is: [CH2:1]([O:8][CH:9]1[CH2:14][CH2:13][C:12]([N:17]([CH3:19])[CH3:18])([C:15]2[CH:24]=[CH:25][CH:20]=[CH:21][CH:22]=2)[CH2:11][CH2:10]1)[C:2]1[CH:7]=[CH:6][CH:5]=[CH:4][CH:3]=1. (4) Given the reactants Br[CH2:2][CH2:3][O:4][C:5]1[CH:10]=[CH:9][C:8]([C:11]2[N:15]=[C:14]([C:16]3[CH:17]=[CH:18][C:19]([O:24][CH:25]([CH3:27])[CH3:26])=[C:20]([CH:23]=3)[C:21]#[N:22])[O:13][N:12]=2)=[C:7]([Cl:28])[CH:6]=1.[CH3:29][NH2:30], predict the reaction product. The product is: [Cl:28][C:7]1[CH:6]=[C:5]([O:4][CH2:3][CH2:2][NH:30][CH3:29])[CH:10]=[CH:9][C:8]=1[C:11]1[N:15]=[C:14]([C:16]2[CH:17]=[CH:18][C:19]([O:24][CH:25]([CH3:27])[CH3:26])=[C:20]([CH:23]=2)[C:21]#[N:22])[O:13][N:12]=1. (5) The product is: [CH3:42][N:43]([CH3:48])[S:44]([N:27]([CH:28]([CH3:29])[CH3:30])[CH2:26][C@H:13]1[CH2:14][N:15]([S:18]([C:21]2[S:22][CH:23]=[CH:24][CH:25]=2)(=[O:20])=[O:19])[CH2:16][CH2:17][N:12]1[C:9]1[CH:8]=[CH:7][C:6]([C:3]([OH:5])([CH3:4])[C:2]([F:1])([F:31])[F:32])=[CH:11][CH:10]=1)(=[O:46])=[O:45]. Given the reactants [F:1][C:2]([F:32])([F:31])[C:3]([C:6]1[CH:11]=[CH:10][C:9]([N:12]2[CH2:17][CH2:16][N:15]([S:18]([C:21]3[S:22][CH:23]=[CH:24][CH:25]=3)(=[O:20])=[O:19])[CH2:14][C@@H:13]2[CH2:26][NH:27][CH:28]([CH3:30])[CH3:29])=[CH:8][CH:7]=1)([OH:5])[CH3:4].CCN(C(C)C)C(C)C.[CH3:42][N:43]([CH3:48])[S:44](Cl)(=[O:46])=[O:45], predict the reaction product. (6) Given the reactants [Br:1][CH2:2][CH:3]([OH:6])[CH2:4][Br:5].N1C=CN=C1.[C:12]([Si:16]([CH3:19])([CH3:18])Cl)([CH3:15])([CH3:14])[CH3:13], predict the reaction product. The product is: [Br:1][CH2:2][CH:3]([CH2:4][Br:5])[O:6][Si:16]([C:12]([CH3:15])([CH3:14])[CH3:13])([CH3:19])[CH3:18]. (7) Given the reactants [CH2:1]([N:5]1[C:14]([CH2:15][NH:16]C(=O)OC(C)(C)C)=[C:13]([C:24]2[CH:29]=[CH:28][CH:27]=[CH:26][CH:25]=2)[C:12]2[C:7](=[CH:8][CH:9]=[C:10]([N:30]3[N:34]=[C:33]([CH3:35])[O:32][CH2:31]3)[CH:11]=2)[C:6]1=[O:36])[CH:2]([CH3:4])[CH3:3].Cl, predict the reaction product. The product is: [NH2:16][CH2:15][C:14]1[N:5]([CH2:1][CH:2]([CH3:4])[CH3:3])[C:6](=[O:36])[C:7]2[C:12]([C:13]=1[C:24]1[CH:25]=[CH:26][CH:27]=[CH:28][CH:29]=1)=[CH:11][C:10]([N:30]1[N:34]=[C:33]([CH3:35])[O:32][CH2:31]1)=[CH:9][CH:8]=2. (8) Given the reactants [CH3:1][N:2]1[CH2:7][CH2:6][NH:5][CH2:4][CH2:3]1.Br[CH2:9][C:10]([O:12][CH3:13])=[O:11], predict the reaction product. The product is: [CH3:13][O:12][C:10](=[O:11])[CH2:9][N:5]1[CH2:6][CH2:7][N:2]([CH3:1])[CH2:3][CH2:4]1. (9) The product is: [C:11](=[O:12])([O:15][C:1]1[CH:2]=[CH:3][C:4]([NH2:7])=[CH:5][C:6]=1[C:23]([CH3:26])([CH3:25])[CH3:24])[NH2:10]. Given the reactants [C:1]1(N)[CH:6]=[CH:5][C:4]([NH2:7])=[CH:3][CH:2]=1.C[N:10](C)[CH:11]=[O:12].C(=O)([O-])[O-:15].[K+].[K+].C(OC(O[C:23]([CH3:26])([CH3:25])[CH3:24])=O)(O[C:23]([CH3:26])([CH3:25])[CH3:24])=O, predict the reaction product. (10) Given the reactants [C:1]([O:5][C:6]([NH:8][C@H:9]([CH:13]([CH3:15])[CH3:14])[C:10]([OH:12])=O)=[O:7])([CH3:4])([CH3:3])[CH3:2].Cl.[F:17][C:18]([F:22])([F:21])[CH2:19][NH2:20].C(Cl)CCl.C1C=CC2N(O)N=NC=2C=1.CCN(C(C)C)C(C)C, predict the reaction product. The product is: [CH3:14][CH:13]([CH3:15])[C@@H:9]([NH:8][C:6](=[O:7])[O:5][C:1]([CH3:2])([CH3:3])[CH3:4])[C:10](=[O:12])[NH:20][CH2:19][C:18]([F:22])([F:21])[F:17].